This data is from Reaction yield outcomes from USPTO patents with 853,638 reactions. The task is: Predict the reaction yield, written as a fraction of the theoretical maximum amount of product (1.0 means a 100% yield; for example, 0.34 means a 34% yield). (1) The reactants are C(=O)([O-])[O-].[Cs+].[Cs+].I[CH:8]([CH3:10])[CH3:9].[CH3:11][O:12][C:13]1[CH:14]=[CH:15][C:16]([NH:22][C:23]2[N:27]([C:28]3[CH:33]=[CH:32][CH:31]=[CH:30][CH:29]=3)[N:26]=[CH:25][CH:24]=2)=[C:17]([CH:21]=1)[C:18]([OH:20])=[O:19]. The catalyst is CN(C=O)C. The product is [CH3:11][O:12][C:13]1[CH:14]=[CH:15][C:16]([NH:22][C:23]2[N:27]([C:28]3[CH:33]=[CH:32][CH:31]=[CH:30][CH:29]=3)[N:26]=[CH:25][CH:24]=2)=[C:17]([CH:21]=1)[C:18]([O:20][CH:8]([CH3:10])[CH3:9])=[O:19]. The yield is 0.590. (2) The reactants are C([O:5][C:6](=[O:41])[CH2:7][CH2:8][C:9]1[CH:14]=[CH:13][C:12]([O:15][CH2:16][CH2:17][C:18]2[N:19]=[C:20]([C:24]3[CH:29]=[CH:28][CH:27]=[CH:26][CH:25]=3)[O:21][C:22]=2[CH3:23])=[CH:11][C:10]=1[CH2:30][O:31][C:32](=[O:40])[NH:33][CH:34]1[CH2:39][CH2:38][CH2:37][CH2:36][CH2:35]1)(C)(C)C.FC(F)(F)C(O)=O. The catalyst is C(Cl)Cl. The product is [CH:34]1([NH:33][C:32]([O:31][CH2:30][C:10]2[CH:11]=[C:12]([O:15][CH2:16][CH2:17][C:18]3[N:19]=[C:20]([C:24]4[CH:25]=[CH:26][CH:27]=[CH:28][CH:29]=4)[O:21][C:22]=3[CH3:23])[CH:13]=[CH:14][C:9]=2[CH2:8][CH2:7][C:6]([OH:41])=[O:5])=[O:40])[CH2:39][CH2:38][CH2:37][CH2:36][CH2:35]1. The yield is 0.940.